Dataset: Catalyst prediction with 721,799 reactions and 888 catalyst types from USPTO. Task: Predict which catalyst facilitates the given reaction. (1) Reactant: [Br:1][C:2]1[CH:3]=[C:4]2[C:9](=[CH:10][CH:11]=1)[N:8]=[N:7][CH:6]=[C:5]2Cl.CCN(C(C)C)C(C)C.[NH2:22][CH:23]1[CH2:27][CH2:26][N:25]([C:28]([O:30][C:31]([CH3:34])([CH3:33])[CH3:32])=[O:29])[CH2:24]1. Product: [Br:1][C:2]1[CH:3]=[C:4]2[C:9](=[CH:10][CH:11]=1)[N:8]=[N:7][CH:6]=[C:5]2[NH:22][CH:23]1[CH2:27][CH2:26][N:25]([C:28]([O:30][C:31]([CH3:34])([CH3:33])[CH3:32])=[O:29])[CH2:24]1. The catalyst class is: 32. (2) Reactant: [OH-].[Li+].C([O:5][C:6](=[O:29])[C:7]1[CH:12]=[CH:11][CH:10]=[C:9]([N:13]2[CH2:17][CH2:16][CH2:15][C@@H:14]2[C:18](=[O:28])[NH:19][C:20]2[CH:25]=[CH:24][C:23]([C:26]#[N:27])=[CH:22][CH:21]=2)[CH:8]=1)C.O. Product: [C:26]([C:23]1[CH:22]=[CH:21][C:20]([NH:19][C:18]([C@H:14]2[CH2:15][CH2:16][CH2:17][N:13]2[C:9]2[CH:8]=[C:7]([CH:12]=[CH:11][CH:10]=2)[C:6]([OH:29])=[O:5])=[O:28])=[CH:25][CH:24]=1)#[N:27]. The catalyst class is: 111.